Dataset: Forward reaction prediction with 1.9M reactions from USPTO patents (1976-2016). Task: Predict the product of the given reaction. Given the reactants C(CC1C=CC(N([C@H:14]2[C:23]3[C:18](=[CH:19][CH:20]=[CH:21][CH:22]=3)[N:17]([C:24](=[O:33])[C:25]3[CH:30]=[CH:29][C:28]([O:31][CH3:32])=[CH:27][CH:26]=3)[C@@H:16]([CH3:34])[CH2:15]2)C(=O)C)=CC=1)#N.[C:35]([NH2:38])(=[O:37])[CH3:36].CN(C)C1C=C[C:44]([C:45](Cl)=[O:46])=CC=1.Cl[C:52]1[CH:57]=[CH:56][C:55](B(O)O)=[CH:54][CH:53]=1.[OH-:61].[K+], predict the reaction product. The product is: [C:35]([N:38]([C@H:14]1[C:23]2[C:18](=[CH:19][CH:20]=[CH:21][CH:22]=2)[N:17]([C:24](=[O:33])[C:25]2[CH:30]=[CH:29][C:28]([O:31][CH3:32])=[CH:27][CH:26]=2)[C@@H:16]([CH3:34])[CH2:15]1)[C:52]1[CH:57]=[CH:56][C:55]([CH2:44][C:45]([OH:46])=[O:61])=[CH:54][CH:53]=1)(=[O:37])[CH3:36].